Dataset: Experimentally validated miRNA-target interactions with 360,000+ pairs, plus equal number of negative samples. Task: Binary Classification. Given a miRNA mature sequence and a target amino acid sequence, predict their likelihood of interaction. (1) The miRNA is rno-miR-18a-5p with sequence UAAGGUGCAUCUAGUGCAGAUAG. The protein sequence of the target gene is MPQQLLITLPTEASTWVKLQHPKKAVEGAPLWEDVTKMFEGEALLSQDAEDVKTQRESLEDEVTPGLPTAESQELLTFKDISIDFTQEEWGQLAPAHQNLYREVMLENYSNLVSVGYQLSKPSVISQLEKGEEPWMAEKEGPGDPSSDLKSKIETIESTAKSTISQERLYHGIMMESFMRDDIIYSTLRKVSTYDDVLERHQETCMRDVRQAILTHKKRVQETNKFGENIIVHSNVIIEQRHHKYDTPTKRNTYKLDLINHPTSYIRTKTYECNICEKIFKQPIHLTEHMRIHTGEKPFR.... Result: 0 (no interaction). (2) The miRNA is mmu-miR-7017-5p with sequence AGAGGGUUGUGAGACUAGGGCUGU. The protein sequence of the target gene is MSTQEPQKSLLGSLNSNATSHLGLATNQSEPWCLYVSIPDGLFLSLGLVSLVENVLVVIAITKNRNLHSPMYYFICCLALSDLMVSVSIVLETTIILLLEAGILVARVALVQQLDNLIDVLICGSMVSSLCFLGIIAIDRYISIFYALRYHSIVTLPRARRAVVGIWMVSIVSSTLFITYYKHTAVLLCLVTFFLAMLALMAILYAHMFTRACQHAQGIAQLHKRRRSIRQGFCLKGAATLTILLGIFFLCWGPFFLHLLLIVLCPQHPTCSCIFKNFNLFLLLIVLSSTVDPLIYAFRS.... Result: 0 (no interaction).